Dataset: Reaction yield outcomes from USPTO patents with 853,638 reactions. Task: Predict the reaction yield, written as a fraction of the theoretical maximum amount of product (1.0 means a 100% yield; for example, 0.34 means a 34% yield). (1) The reactants are [F:1][C:2]1[CH:3]=[C:4]([CH:6]=[CH:7][CH:8]=1)[NH2:5].C(=O)(O)[O-].[Na+].CO.ClCCl.[I:19](Cl)(=O)=O.I(Cl)(=O)=O.C([N+](C)(C)C)C1C=CC=CC=1. The catalyst is ClCCl. The product is [F:1][C:2]1[CH:3]=[C:4]([CH:6]=[CH:7][C:8]=1[I:19])[NH2:5]. The yield is 0.890. (2) The reactants are Cl[C:2]1[N:7]=[C:6]([N:8]2[C:12]([CH3:13])=[CH:11][C:10]([CH3:14])=[N:9]2)[N:5]=[C:4]([NH:15][C:16](=[O:18])[CH3:17])[CH:3]=1.[Cl:19][C:20]1[N:25]=[C:24](B2OC(C)(C)C(C)(C)O2)[CH:23]=[CH:22][CH:21]=1.C(=O)([O-])[O-].[K+].[K+].O1CCOCC1. The catalyst is C1C=CC([P]([Pd]([P](C2C=CC=CC=2)(C2C=CC=CC=2)C2C=CC=CC=2)([P](C2C=CC=CC=2)(C2C=CC=CC=2)C2C=CC=CC=2)[P](C2C=CC=CC=2)(C2C=CC=CC=2)C2C=CC=CC=2)(C2C=CC=CC=2)C2C=CC=CC=2)=CC=1.O. The product is [Cl:19][C:20]1[N:25]=[C:24]([C:2]2[N:7]=[C:6]([N:8]3[C:12]([CH3:13])=[CH:11][C:10]([CH3:14])=[N:9]3)[N:5]=[C:4]([NH:15][C:16](=[O:18])[CH3:17])[CH:3]=2)[CH:23]=[CH:22][CH:21]=1. The yield is 0.660. (3) The reactants are [BH4-].[Na+].[CH:3]([CH2:5][CH2:6][C:7]([CH2:12][C:13]1[CH:18]=[CH:17][C:16]([C:19]([F:22])([F:21])[F:20])=[CH:15][CH:14]=1)([C:10]#[N:11])[C:8]#[N:9])=[O:4].O. The catalyst is C(O)C. The product is [OH:4][CH2:3][CH2:5][CH2:6][C:7]([CH2:12][C:13]1[CH:14]=[CH:15][C:16]([C:19]([F:20])([F:21])[F:22])=[CH:17][CH:18]=1)([C:10]#[N:11])[C:8]#[N:9]. The yield is 0.610. (4) The reactants are [NH:1]1[CH:5]=[CH:4][CH:3]=[C:2]1[CH:6]=[O:7].[H-].[Na+].[C:10](O[C:10]([O:12][C:13]([CH3:16])([CH3:15])[CH3:14])=[O:11])([O:12][C:13]([CH3:16])([CH3:15])[CH3:14])=[O:11]. The catalyst is O1CCCC1. The product is [C:10]([N:1]1[CH:5]=[CH:4][CH:3]=[C:2]1[CH:6]=[O:7])([O:12][C:13]([CH3:16])([CH3:15])[CH3:14])=[O:11]. The yield is 0.170. (5) The reactants are Br[C:2]1[CH:7]=[CH:6][C:5]([Br:8])=[CH:4][N:3]=1.[CH:9]1([OH:14])[CH2:13][CH2:12][CH2:11][CH2:10]1. No catalyst specified. The product is [Br:8][C:5]1[CH:6]=[CH:7][C:2]([O:14][CH:9]2[CH2:13][CH2:12][CH2:11][CH2:10]2)=[N:3][CH:4]=1. The yield is 0.780.